Dataset: Full USPTO retrosynthesis dataset with 1.9M reactions from patents (1976-2016). Task: Predict the reactants needed to synthesize the given product. (1) Given the product [Na+:42].[Cl:1][C:2]1[CH:3]=[C:4]([C:12]2[O:16][N:15]=[C:14]([C:17]3[C:27]4[O:26][CH2:25][CH2:24][N:23]([C:28]([O:30][C:31]([CH3:32])([CH3:33])[CH3:34])=[O:29])[CH:22]([CH2:35][C:36]([O-:38])=[O:37])[C:21]=4[CH:20]=[CH:19][CH:18]=3)[N:13]=2)[CH:5]=[CH:6][C:7]=1[O:8][CH:9]([CH3:11])[CH3:10], predict the reactants needed to synthesize it. The reactants are: [Cl:1][C:2]1[CH:3]=[C:4]([C:12]2[O:16][N:15]=[C:14]([C:17]3[C:27]4[O:26][CH2:25][CH2:24][N:23]([C:28]([O:30][C:31]([CH3:34])([CH3:33])[CH3:32])=[O:29])[CH:22]([CH2:35][C:36]([O:38]CC)=[O:37])[C:21]=4[CH:20]=[CH:19][CH:18]=3)[N:13]=2)[CH:5]=[CH:6][C:7]=1[O:8][CH:9]([CH3:11])[CH3:10].[OH-].[Na+:42]. (2) Given the product [Si:1]([O:8][C@@H:9]([CH2:22][CH2:23][CH2:24][CH2:25][CH2:26][CH3:27])[C@H:10]([N:12]1[CH:20]=[N:19][C:18]2[C:13]1=[N:14][CH:15]=[N:16][C:17]=2[NH2:28])[CH3:11])([C:4]([CH3:7])([CH3:6])[CH3:5])([CH3:3])[CH3:2].[Si:1]([O:8][C@@H:9]([CH2:22][CH2:23][CH2:24][CH2:25][CH2:26][CH3:27])[C@H:10]([N:12]1[CH:20]=[N:19][C:18]2[C:13]1=[N:14][CH:15]=[N:16][C:17]=2[O:33][CH3:32])[CH3:11])([C:4]([CH3:7])([CH3:6])[CH3:5])([CH3:3])[CH3:2], predict the reactants needed to synthesize it. The reactants are: [Si:1]([O:8][C@@H:9]([CH2:22][CH2:23][CH2:24][CH2:25][CH2:26][CH3:27])[C@H:10]([N:12]1[CH:20]=[N:19][C:18]2[C:13]1=[N:14][CH:15]=[N:16][C:17]=2Cl)[CH3:11])([C:4]([CH3:7])([CH3:6])[CH3:5])([CH3:3])[CH3:2].[NH3:28].ClCCl.[CH3:32][OH:33]. (3) Given the product [CH2:2]([O:4][C:5]([C:7]1[C:8]2[S:16][CH:15]=[C:14]([CH2:17][O:18][C:19]3[CH:24]=[CH:23][CH:22]=[C:21]([NH:25][S:26]([C:29]4[CH:30]=[CH:31][C:32]([Cl:35])=[CH:33][CH:34]=4)(=[O:27])=[O:28])[CH:20]=3)[C:9]=2[C:10]([NH2:1])=[N:11][CH:12]=1)=[O:6])[CH3:3], predict the reactants needed to synthesize it. The reactants are: [NH3:1].[CH2:2]([O:4][C:5]([C:7]1[C:8]2[S:16][CH:15]=[C:14]([CH2:17][O:18][C:19]3[CH:24]=[CH:23][CH:22]=[C:21]([NH:25][S:26]([C:29]4[CH:34]=[CH:33][C:32]([Cl:35])=[CH:31][CH:30]=4)(=[O:28])=[O:27])[CH:20]=3)[C:9]=2[C:10](Cl)=[N:11][CH:12]=1)=[O:6])[CH3:3]. (4) Given the product [CH2:1]([N:5]1[C:10](=[O:11])[CH:9]=[C:8]2[C:12]([CH3:16])([CH3:15])[CH2:13][NH:14][C:7]2=[CH:6]1)[C:2]1[CH:4]=[CH:19][CH:18]=[CH:17][CH:3]=1, predict the reactants needed to synthesize it. The reactants are: [CH2:1]([N:5]1[C:10](=[O:11])[CH:9]=[C:8]2[C:12]([CH3:16])([CH3:15])[CH2:13][NH:14][C:7]2=[CH:6]1)[CH:2]([CH3:4])[CH3:3].[CH2:17](Br)[C:18]1C=CC=C[CH:19]=1. (5) Given the product [NH2:24][C:25]1[CH:30]=[C:29]([C:2]2[CH:11]=[CH:10][C:9]3[N:8]=[CH:7][C:6]4[N:12]([CH3:23])[C:13](=[O:22])[N:14]([C:15]5[C:16]([CH3:21])=[N:17][N:18]([CH3:20])[CH:19]=5)[C:5]=4[C:4]=3[CH:3]=2)[CH:28]=[N:27][CH:26]=1, predict the reactants needed to synthesize it. The reactants are: Br[C:2]1[CH:11]=[CH:10][C:9]2[N:8]=[CH:7][C:6]3[N:12]([CH3:23])[C:13](=[O:22])[N:14]([C:15]4[C:16]([CH3:21])=[N:17][N:18]([CH3:20])[CH:19]=4)[C:5]=3[C:4]=2[CH:3]=1.[NH2:24][C:25]1[CH:26]=[N:27][CH:28]=[C:29](B2OC(C)(C)C(C)(C)O2)[CH:30]=1. (6) Given the product [CH2:3]([O:10][C:11]1[CH:12]=[CH:13][C:14]([CH2:17][C:18]#[CH:19])=[CH:15][CH:16]=1)[C:4]1[CH:5]=[CH:6][CH:7]=[CH:8][CH:9]=1, predict the reactants needed to synthesize it. The reactants are: CO.[CH2:3]([O:10][C:11]1[CH:16]=[CH:15][C:14]([CH2:17][C:18]#[C:19][Si](C)(C)C)=[CH:13][CH:12]=1)[C:4]1[CH:9]=[CH:8][CH:7]=[CH:6][CH:5]=1.C(=O)([O-])[O-].[K+].[K+]. (7) Given the product [CH2:1]([C:5]1[CH:13]=[CH:12][C:8]([C:9]([O:11][CH3:18])=[O:10])=[CH:7][C:6]=1[C:14]([F:15])([F:16])[F:17])[CH:2]([CH3:4])[CH3:3], predict the reactants needed to synthesize it. The reactants are: [CH2:1]([C:5]1[CH:13]=[CH:12][C:8]([C:9]([OH:11])=[O:10])=[CH:7][C:6]=1[C:14]([F:17])([F:16])[F:15])[CH:2]([CH3:4])[CH3:3].[CH3:18][Si](C=[N+]=[N-])(C)C. (8) Given the product [Br:24][CH2:11][C:7]1[C:6]([N+:12]([O-:14])=[O:13])=[C:5]([CH:10]=[CH:9][CH:8]=1)[C:4]([N:3]([O:2][CH3:1])[CH3:16])=[O:15], predict the reactants needed to synthesize it. The reactants are: [CH3:1][O:2][N:3]([CH3:16])[C:4](=[O:15])[C:5]1[CH:10]=[CH:9][CH:8]=[C:7]([CH3:11])[C:6]=1[N+:12]([O-:14])=[O:13].C1C(=O)N([Br:24])C(=O)C1.C(OOC(=O)C1C=CC=CC=1)(=O)C1C=CC=CC=1. (9) Given the product [OH:26][C@@H:23]1[C@H:20]2[N:21]([C:28]([O:30][CH2:31][C:32]3[CH:37]=[CH:36][CH:35]=[CH:34][CH:33]=3)=[O:29])[CH2:22][C@H:18]([O:17][S:14]([C:11]3[CH:12]=[CH:13][C:8]([CH3:7])=[CH:9][CH:10]=3)(=[O:16])=[O:15])[C@H:19]2[O:25][CH2:24]1, predict the reactants needed to synthesize it. The reactants are: C(=O)([O-])[O-].[Na+].[Na+].[CH3:7][C:8]1[CH:13]=[CH:12][C:11]([S:14]([O:17][C@H:18]2[CH2:22][NH:21][C@@H:20]3[C@@H:23]([OH:26])[CH2:24][O:25][C@H:19]23)(=[O:16])=[O:15])=[CH:10][CH:9]=1.Cl[C:28]([O:30][CH2:31][C:32]1[CH:37]=[CH:36][CH:35]=[CH:34][CH:33]=1)=[O:29]. (10) Given the product [NH2:2][C:1](=[N:32][OH:33])[C:3]1[CH:4]=[C:5]([NH:20][C:21](=[O:30])[C:22]2[CH:23]=[CH:24][C:25]([O:28][CH3:29])=[CH:26][CH:27]=2)[C:6]([NH:9][C:10](=[O:19])[C:11]2[CH:12]=[CH:13][C:14]([O:17][CH3:18])=[CH:15][CH:16]=2)=[CH:7][CH:8]=1, predict the reactants needed to synthesize it. The reactants are: [C:1]([C:3]1[CH:4]=[C:5]([NH:20][C:21](=[O:30])[C:22]2[CH:27]=[CH:26][C:25]([O:28][CH3:29])=[CH:24][CH:23]=2)[C:6]([NH:9][C:10](=[O:19])[C:11]2[CH:16]=[CH:15][C:14]([O:17][CH3:18])=[CH:13][CH:12]=2)=[CH:7][CH:8]=1)#[N:2].Cl.[NH2:32][OH:33].C(N(CC)C(C)C)(C)C.